Task: Predict the reaction yield, written as a fraction of the theoretical maximum amount of product (1.0 means a 100% yield; for example, 0.34 means a 34% yield).. Dataset: Reaction yield outcomes from USPTO patents with 853,638 reactions (1) The reactants are [N+:1]([C:4]1[C:14]([NH2:15])=[CH:13][C:7]2[CH2:8][CH2:9][CH2:10][CH2:11][CH2:12][C:6]=2[CH:5]=1)([O-])=[O:2].[N:16]#[C:17][NH2:18].[CH]Cl.[OH-].[Na+]. The catalyst is O. The product is [N+:1]1([O-:2])[C:4]2[CH:5]=[C:6]3[CH2:12][CH2:11][CH2:10][CH2:9][CH2:8][C:7]3=[CH:13][C:14]=2[N:15]=[C:17]([NH2:18])[N:16]=1. The yield is 0.100. (2) The yield is 0.980. The product is [Br:3][C:4]1[CH:12]=[CH:11][CH:10]=[C:9]2[C:5]=1[CH:6]=[CH:7][N:8]2[CH2:14][CH2:15][CH2:16][CH2:17][CH3:18]. The reactants are [H-].[Na+].[Br:3][C:4]1[CH:12]=[CH:11][CH:10]=[C:9]2[C:5]=1[CH:6]=[CH:7][NH:8]2.Br[CH2:14][CH2:15][CH2:16][CH2:17][CH3:18]. The catalyst is CN(C)C=O. (3) The reactants are [CH2:1]([O:8][C:9]1[CH:10]=[CH:11][CH:12]=[C:13]2[C:17]=1[NH:16][CH:15]=[C:14]2[CH2:18][C:19](O)=[O:20])[C:2]1[CH:7]=[CH:6][CH:5]=[CH:4][CH:3]=1.B.CO. The catalyst is O1CCCC1. The product is [CH2:1]([O:8][C:9]1[CH:10]=[CH:11][CH:12]=[C:13]2[C:17]=1[NH:16][CH:15]=[C:14]2[CH2:18][CH2:19][OH:20])[C:2]1[CH:7]=[CH:6][CH:5]=[CH:4][CH:3]=1. The yield is 0.870. (4) The reactants are Cl[C:2]1[C:7]([CH2:8][C:9]2[CH:14]=[CH:13][C:12]([C:15]3[C:16]([C:21]#[N:22])=[CH:17][CH:18]=[CH:19][CH:20]=3)=[CH:11][CH:10]=2)=[C:6]([CH2:23][CH2:24][CH3:25])[N:5]=[C:4]([CH3:26])[N:3]=1.[C:27]1([S:33]([NH2:36])(=[O:35])=[O:34])[CH:32]=[CH:31][CH:30]=[CH:29][CH:28]=1.[C:37](=[O:40])([O-])[O-:38].[K+].[K+].C[N:44](C)C(=O)C. The catalyst is C(OCC)(=O)C. The product is [CH3:26][C:4]1[N:3]=[C:2]([NH:36][S:33]([C:27]2[CH:32]=[CH:31][CH:30]=[CH:29][CH:28]=2)(=[O:35])=[O:34])[C:7]([CH2:8][C:9]2[CH:14]=[CH:13][C:12]([C:15]3[CH:20]=[CH:19][CH:18]=[CH:17][C:16]=3[C:21]3[NH:44][C:37](=[O:40])[O:38][N:22]=3)=[CH:11][CH:10]=2)=[C:6]([CH2:23][CH2:24][CH3:25])[N:5]=1. The yield is 0.800.